Dataset: Catalyst prediction with 721,799 reactions and 888 catalyst types from USPTO. Task: Predict which catalyst facilitates the given reaction. (1) Reactant: [C:1]1(=O)[NH:5][C:4](=[O:6])[C:3]2=[CH:7][CH:8]=[CH:9][CH:10]=[C:2]12.Cl. Product: [C:4]1(=[O:6])[C:3]2[C:2](=[CH:10][CH:9]=[CH:8][CH:7]=2)[CH2:1][NH:5]1. The catalyst class is: 52. (2) Reactant: C(O)(=O)C.[Br:5][C:6]1[CH:27]=[CH:26][C:9]([CH2:10][O:11][C:12]2[CH:17]=[CH:16][C:15]([O:18][C:19]([F:22])([F:21])[F:20])=[CH:14][C:13]=2[CH2:23][CH2:24][NH2:25])=[CH:8][CH:7]=1.[CH:28]([C:30]1[CH:39]=[CH:38][C:33]([C:34]([O:36][CH3:37])=[O:35])=[CH:32][CH:31]=1)=O.C([BH3-])#N.[Na+]. Product: [Br:5][C:6]1[CH:7]=[CH:8][C:9]([CH2:10][O:11][C:12]2[CH:17]=[CH:16][C:15]([O:18][C:19]([F:21])([F:22])[F:20])=[CH:14][C:13]=2[CH2:23][CH2:24][NH:25][CH2:28][C:30]2[CH:39]=[CH:38][C:33]([C:34]([O:36][CH3:37])=[O:35])=[CH:32][CH:31]=2)=[CH:26][CH:27]=1. The catalyst class is: 24. (3) Reactant: [F:1][C:2]1[CH:7]=[CH:6][C:5]([N:8]2[CH2:13][CH2:12][NH:11][C@H:10]([CH3:14])[CH2:9]2)=[C:4]([C:15]([F:18])([F:17])[F:16])[CH:3]=1.[C:19]([C:22]1[CH:23]=[C:24]([S:28](Cl)(=[O:30])=[O:29])[CH:25]=[CH:26][CH:27]=1)(=[O:21])[CH3:20].CCN(C(C)C)C(C)C. Product: [F:1][C:2]1[CH:7]=[CH:6][C:5]([N:8]2[CH2:13][CH2:12][N:11]([S:28]([C:24]3[CH:23]=[C:22]([C:19](=[O:21])[CH3:20])[CH:27]=[CH:26][CH:25]=3)(=[O:30])=[O:29])[C@H:10]([CH3:14])[CH2:9]2)=[C:4]([C:15]([F:17])([F:16])[F:18])[CH:3]=1. The catalyst class is: 2.